From a dataset of Full USPTO retrosynthesis dataset with 1.9M reactions from patents (1976-2016). Predict the reactants needed to synthesize the given product. (1) Given the product [CH3:1][O:2][C:3](=[O:18])[C:4]([C:7]1[C:15]2[C:10](=[CH:11][CH:12]=[C:13]([F:16])[CH:14]=2)[N:9]([NH:17][C:26]([C:25]2[C:20]([CH3:19])=[N:21][C:22]([C:29]3[CH:34]=[CH:33][CH:32]=[CH:31][N:30]=3)=[N:23][CH:24]=2)=[O:27])[CH:8]=1)([CH3:6])[CH3:5], predict the reactants needed to synthesize it. The reactants are: [CH3:1][O:2][C:3](=[O:18])[C:4]([C:7]1[C:15]2[C:10](=[CH:11][CH:12]=[C:13]([F:16])[CH:14]=2)[N:9]([NH2:17])[CH:8]=1)([CH3:6])[CH3:5].[CH3:19][C:20]1[C:25]([C:26](O)=[O:27])=[CH:24][N:23]=[C:22]([C:29]2[CH:34]=[CH:33][CH:32]=[CH:31][N:30]=2)[N:21]=1.C[N+]1(C2N=C(OC)N=C(OC)N=2)CCOCC1.[Cl-]. (2) Given the product [NH2:19][C:16]1[CH:15]=[CH:14][C:13]([C:7]2([CH3:22])[C:6](=[O:23])[C:5]3[C:10](=[CH:11][C:2]([Cl:1])=[CH:3][CH:4]=3)[NH:9][C:8]2=[O:12])=[CH:18][CH:17]=1, predict the reactants needed to synthesize it. The reactants are: [Cl:1][C:2]1[CH:11]=[C:10]2[C:5]([C:6](=[O:23])[C:7]([CH3:22])([C:13]3[CH:18]=[CH:17][C:16]([N+:19]([O-])=O)=[CH:15][CH:14]=3)[C:8](=[O:12])[NH:9]2)=[CH:4][CH:3]=1.